This data is from Reaction yield outcomes from USPTO patents with 853,638 reactions. The task is: Predict the reaction yield, written as a fraction of the theoretical maximum amount of product (1.0 means a 100% yield; for example, 0.34 means a 34% yield). (1) The reactants are [O:1]=[C:2]1[CH:7]=[C:6]([C:8]2[CH:13]=[CH:12][C:11]([C:14]([F:17])([F:16])[F:15])=[CH:10][N:9]=2)[CH:5]=[CH:4][N:3]1[C:18]1[CH:23]=[CH:22][C:21]2[C:24]3[CH2:25][N:26](C(OC(C)(C)C)=O)[CH2:27][CH2:28][CH2:29][C:30]=3[O:31][C:20]=2[CH:19]=1.Cl.C([O-])(O)=O.[Na+]. The catalyst is CO.CCOCC. The product is [CH2:25]1[C:24]2[C:21]3[CH:22]=[CH:23][C:18]([N:3]4[CH:4]=[CH:5][C:6]([C:8]5[CH:13]=[CH:12][C:11]([C:14]([F:17])([F:16])[F:15])=[CH:10][N:9]=5)=[CH:7][C:2]4=[O:1])=[CH:19][C:20]=3[O:31][C:30]=2[CH2:29][CH2:28][CH2:27][NH:26]1. The yield is 0.820. (2) The reactants are [CH3:1][C:2]1[CH:3]=[C:4]2[C:10](B3OC(C)(C)C(C)(C)O3)=[CH:9][N:8]([S:20]([C:23]3[CH:29]=[CH:28][C:26]([CH3:27])=[CH:25][CH:24]=3)(=[O:22])=[O:21])[C:5]2=[N:6][CH:7]=1.Cl[C:31]1[C:36]([C:37]#[N:38])=[CH:35][N:34]=[C:33]([S:39][CH3:40])[N:32]=1.C(=O)([O-])[O-].[K+].[K+]. The catalyst is O1CCOCC1.CC(C)([P](C(C)(C)C)([Pd][P](C(C)(C)C)(C(C)(C)C)C(C)(C)C)C(C)(C)C)C. The product is [CH3:1][C:2]1[CH:3]=[C:4]2[C:10]([C:31]3[C:36]([C:37]#[N:38])=[CH:35][N:34]=[C:33]([S:39][CH3:40])[N:32]=3)=[CH:9][N:8]([S:20]([C:23]3[CH:29]=[CH:28][C:26]([CH3:27])=[CH:25][CH:24]=3)(=[O:22])=[O:21])[C:5]2=[N:6][CH:7]=1. The yield is 0.870. (3) The reactants are [N+:1]([C:4]1[CH:26]=[CH:25][CH:24]=[CH:23][C:5]=1[CH2:6][NH:7][C:8]1[CH:22]=[CH:21][C:11]2[C:12](=[O:20])[NH:13][C:14]3[C:19]([C:10]=2[CH:9]=1)=[CH:18][CH:17]=[CH:16][N:15]=3)([O-])=O. The catalyst is CO.[Pd]. The product is [NH2:1][C:4]1[CH:26]=[CH:25][CH:24]=[CH:23][C:5]=1[CH2:6][NH:7][C:8]1[CH:22]=[CH:21][C:11]2[C:12](=[O:20])[NH:13][C:14]3[C:19]([C:10]=2[CH:9]=1)=[CH:18][CH:17]=[CH:16][N:15]=3. The yield is 0.240. (4) The reactants are C1(S([N:10]2[C:18]3[C:13](=[CH:14][CH:15]=[C:16]([F:19])[CH:17]=3)[C:12]([C:20]3[CH:29]=[CH:28][C:23]4[N:24]=[C:25]([NH2:27])[O:26][C:22]=4[CH:21]=3)=[CH:11]2)(=O)=O)C=CC=CC=1.[NH4+].[Cl-]. The catalyst is CO. The product is [F:19][C:16]1[CH:17]=[C:18]2[C:13]([C:12]([C:20]3[CH:29]=[CH:28][C:23]4[N:24]=[C:25]([NH2:27])[O:26][C:22]=4[CH:21]=3)=[CH:11][NH:10]2)=[CH:14][CH:15]=1. The yield is 0.250. (5) The reactants are [CH3:1][C@H:2]1[C@:7]2([NH:8][C:9](=[O:15])[O:10][C:11]([CH3:14])([CH3:13])[CH3:12])[C@H:3]1[CH2:4][NH:5][CH2:6]2.C(N(CC)CC)C.[Cl:23][C:24]1[N:29]=[C:28](Cl)[C:27]([F:31])=[CH:26][N:25]=1. The catalyst is CO. The product is [Cl:23][C:24]1[N:29]=[C:28]([N:5]2[CH2:4][C@@H:3]3[C@@:7]([NH:8][C:9](=[O:15])[O:10][C:11]([CH3:14])([CH3:13])[CH3:12])([C@@H:2]3[CH3:1])[CH2:6]2)[C:27]([F:31])=[CH:26][N:25]=1. The yield is 0.690. (6) The reactants are [Li][CH3:2].[N:3]12[CH2:10][CH2:9][CH:6]([CH2:7][CH2:8]1)[C:5](=[O:11])[CH2:4]2.O. The catalyst is C(OCC)C. The product is [CH3:2][C:5]1([OH:11])[CH:6]2[CH2:9][CH2:10][N:3]([CH2:8][CH2:7]2)[CH2:4]1. The yield is 0.710. (7) The reactants are [Cl:1][C:2]1[CH:7]=[C:6]([Cl:8])[CH:5]=[C:4]([CH3:9])[C:3]=1[NH:10][C:11]1[N:15]([CH2:16][CH2:17]O)[C:14]2[C:19]([C:23]([O:25][CH3:26])=[O:24])=[CH:20][CH:21]=[CH:22][C:13]=2[N:12]=1.C(N(CC)CC)C.CS(Cl)(=O)=O. The catalyst is O. The product is [Cl:1][C:2]1[CH:7]=[C:6]([Cl:8])[CH:5]=[C:4]([CH3:9])[C:3]=1[N:10]1[C:11]2=[N:12][C:13]3[C:14](=[C:19]([C:23]([O:25][CH3:26])=[O:24])[CH:20]=[CH:21][CH:22]=3)[N:15]2[CH2:16][CH2:17]1. The yield is 0.890.